This data is from Catalyst prediction with 721,799 reactions and 888 catalyst types from USPTO. The task is: Predict which catalyst facilitates the given reaction. (1) Reactant: Br[C:2]1[S:6][C:5]([CH:7]=[O:8])=[CH:4][C:3]=1[C:9]1[C:10]([F:15])=[N:11][CH:12]=[CH:13][CH:14]=1.N1C=CC=CC=1.[CH3:22][O:23][C:24]1[N:29]=[CH:28][C:27]([S:30]([O-:32])=[O:31])=[CH:26][CH:25]=1.[Na+].O. Product: [F:15][C:10]1[C:9]([C:3]2[CH:4]=[C:5]([CH:7]=[O:8])[S:6][C:2]=2[S:30]([C:27]2[CH:28]=[N:29][C:24]([O:23][CH3:22])=[CH:25][CH:26]=2)(=[O:31])=[O:32])=[CH:14][CH:13]=[CH:12][N:11]=1. The catalyst class is: 9. (2) Reactant: [CH3:1][O:2][C:3](=[O:12])[C:4]1[CH:9]=[CH:8][C:7](F)=[N:6][C:5]=1[F:11].[F:13][C:14]([F:24])([F:23])[C:15]1[N:20]=[CH:19][C:18]([CH2:21][NH2:22])=[CH:17][CH:16]=1.O. Product: [CH3:1][O:2][C:3](=[O:12])[C:4]1[CH:9]=[CH:8][C:7]([NH:22][CH2:21][C:18]2[CH:19]=[N:20][C:15]([C:14]([F:24])([F:13])[F:23])=[CH:16][CH:17]=2)=[N:6][C:5]=1[F:11]. The catalyst class is: 9. (3) Reactant: [CH3:1][C:2]1[C:6]([C:7]([N:9]2[CH2:14][CH2:13][O:12][CH2:11][CH2:10]2)=[O:8])=[CH:5][NH:4][C:3]=1/[CH:15]=[C:16]1\[C:17](=[O:35])[NH:18][C:19]2[C:24]\1=[C:23]([C:25]1[CH:26]=[C:27]([CH2:31][C:32](O)=[O:33])[CH:28]=[CH:29][CH:30]=1)[CH:22]=[CH:21][CH:20]=2.[CH3:36][C@H:37]1[CH2:42][NH:41][CH2:40][C@@H:39]([CH3:43])[NH:38]1.C(Cl)CCl.C1C=CC2N(O)N=NC=2C=1. Product: [CH3:36][C@H:37]1[NH:38][C@@H:39]([CH3:43])[CH2:40][N:41]([C:32](=[O:33])[CH2:31][C:27]2[CH:26]=[C:25]([C:23]3[CH:22]=[CH:21][CH:20]=[C:19]4[C:24]=3/[C:16](=[CH:15]/[C:3]3[NH:4][CH:5]=[C:6]([C:7]([N:9]5[CH2:10][CH2:11][O:12][CH2:13][CH2:14]5)=[O:8])[C:2]=3[CH3:1])/[C:17](=[O:35])[NH:18]4)[CH:30]=[CH:29][CH:28]=2)[CH2:42]1. The catalyst class is: 1.